Dataset: NCI-60 drug combinations with 297,098 pairs across 59 cell lines. Task: Regression. Given two drug SMILES strings and cell line genomic features, predict the synergy score measuring deviation from expected non-interaction effect. (1) Drug 1: CC12CCC3C(C1CCC2O)C(CC4=C3C=CC(=C4)O)CCCCCCCCCS(=O)CCCC(C(F)(F)F)(F)F. Synergy scores: CSS=12.1, Synergy_ZIP=-5.94, Synergy_Bliss=0.532, Synergy_Loewe=-6.13, Synergy_HSA=-0.586. Cell line: NCI/ADR-RES. Drug 2: CC1C(C(CC(O1)OC2CC(CC3=C2C(=C4C(=C3O)C(=O)C5=CC=CC=C5C4=O)O)(C(=O)C)O)N)O. (2) Drug 1: CC1=C(C(=CC=C1)Cl)NC(=O)C2=CN=C(S2)NC3=CC(=NC(=N3)C)N4CCN(CC4)CCO. Drug 2: CC1CCC2CC(C(=CC=CC=CC(CC(C(=O)C(C(C(=CC(C(=O)CC(OC(=O)C3CCCCN3C(=O)C(=O)C1(O2)O)C(C)CC4CCC(C(C4)OC)OCCO)C)C)O)OC)C)C)C)OC. Cell line: NCI/ADR-RES. Synergy scores: CSS=-6.68, Synergy_ZIP=6.01, Synergy_Bliss=9.18, Synergy_Loewe=-1.98, Synergy_HSA=-2.38. (3) Drug 1: CCCCC(=O)OCC(=O)C1(CC(C2=C(C1)C(=C3C(=C2O)C(=O)C4=C(C3=O)C=CC=C4OC)O)OC5CC(C(C(O5)C)O)NC(=O)C(F)(F)F)O. Drug 2: CC(C)NC(=O)C1=CC=C(C=C1)CNNC.Cl. Cell line: U251. Synergy scores: CSS=60.0, Synergy_ZIP=5.00, Synergy_Bliss=3.44, Synergy_Loewe=-15.3, Synergy_HSA=2.89. (4) Drug 1: COC1=CC(=CC(=C1O)OC)C2C3C(COC3=O)C(C4=CC5=C(C=C24)OCO5)OC6C(C(C7C(O6)COC(O7)C8=CC=CS8)O)O. Drug 2: CN(C(=O)NC(C=O)C(C(C(CO)O)O)O)N=O. Cell line: SF-268. Synergy scores: CSS=24.3, Synergy_ZIP=-4.48, Synergy_Bliss=-0.548, Synergy_Loewe=0.115, Synergy_HSA=1.22. (5) Drug 1: CC12CCC3C(C1CCC2O)C(CC4=C3C=CC(=C4)O)CCCCCCCCCS(=O)CCCC(C(F)(F)F)(F)F. Drug 2: CCCCCOC(=O)NC1=NC(=O)N(C=C1F)C2C(C(C(O2)C)O)O. Cell line: MOLT-4. Synergy scores: CSS=-4.97, Synergy_ZIP=6.55, Synergy_Bliss=-3.89, Synergy_Loewe=-4.55, Synergy_HSA=-5.64. (6) Drug 1: CCCS(=O)(=O)NC1=C(C(=C(C=C1)F)C(=O)C2=CNC3=C2C=C(C=N3)C4=CC=C(C=C4)Cl)F. Drug 2: C1CCC(C1)C(CC#N)N2C=C(C=N2)C3=C4C=CNC4=NC=N3. Cell line: OVCAR-8. Synergy scores: CSS=-0.526, Synergy_ZIP=4.08, Synergy_Bliss=9.09, Synergy_Loewe=6.29, Synergy_HSA=6.38. (7) Drug 1: CC1=C(C(CCC1)(C)C)C=CC(=CC=CC(=CC(=O)O)C)C. Drug 2: CN(C(=O)NC(C=O)C(C(C(CO)O)O)O)N=O. Cell line: A498. Synergy scores: CSS=-1.46, Synergy_ZIP=1.26, Synergy_Bliss=1.85, Synergy_Loewe=-4.60, Synergy_HSA=-2.27. (8) Drug 1: CC(C)(C#N)C1=CC=C(C=C1)N2C3=C4C=C(C=CC4=NC=C3N(C2=O)C)C5=CC6=CC=CC=C6N=C5. Drug 2: CNC(=O)C1=NC=CC(=C1)OC2=CC=C(C=C2)NC(=O)NC3=CC(=C(C=C3)Cl)C(F)(F)F. Cell line: T-47D. Synergy scores: CSS=67.0, Synergy_ZIP=11.6, Synergy_Bliss=11.8, Synergy_Loewe=12.6, Synergy_HSA=18.0.